Task: Predict the reaction yield, written as a fraction of the theoretical maximum amount of product (1.0 means a 100% yield; for example, 0.34 means a 34% yield).. Dataset: Reaction yield outcomes from USPTO patents with 853,638 reactions (1) The reactants are [NH2:1][S:2]([C:5]1[CH:6]=[C:7]([CH:12]=[CH:13][C:14]=1[Cl:15])[C:8](OC)=[O:9])(=[O:4])=[O:3].[Cl-].[Cl-].[Ca+2].[BH4-].[Na+]. The catalyst is C1COCC1.CCO. The product is [Cl:15][C:14]1[CH:13]=[CH:12][C:7]([CH2:8][OH:9])=[CH:6][C:5]=1[S:2]([NH2:1])(=[O:4])=[O:3]. The yield is 0.830. (2) The reactants are Br[C:2]1[CH:3]=[C:4]2[C:9](=[CH:10][CH:11]=1)[C:8](=[O:12])[NH:7][N:6]=[C:5]2[Cl:13].[C:14]([O:18][C:19]([N:21]1[CH2:28][CH:27]2[CH:23]([CH2:24][NH:25][CH2:26]2)[CH2:22]1)=[O:20])([CH3:17])([CH3:16])[CH3:15].C1C=CC(P([C:42]2[C:51]([C:52]3C(P(C4C=CC=CC=4)C4C=CC=CC=4)=CC=C4C=3C=CC=C4)=[C:50]3[C:45](C=CC=C3)=[CH:44][CH:43]=2)C2C=CC=CC=2)=CC=1.CC([O-])(C)C.[Na+].CC([N:84](C)C)=O. The catalyst is C1C=CC(/C=C/C(/C=C/C2C=CC=CC=2)=O)=CC=1.C1C=CC(/C=C/C(/C=C/C2C=CC=CC=2)=O)=CC=1.C1C=CC(/C=C/C(/C=C/C2C=CC=CC=2)=O)=CC=1.[Pd].[Pd]. The product is [C:14]([O:18][C:19]([N:21]1[CH2:22][CH:23]2[CH:27]([CH2:26][N:25]([C:50]3[CH:45]=[CH:44][CH:43]=[CH:42][C:51]=3[CH2:52][NH:84][C:2]3[CH:3]=[C:4]4[C:9](=[CH:10][CH:11]=3)[C:8](=[O:12])[NH:7][N:6]=[C:5]4[Cl:13])[CH2:24]2)[CH2:28]1)=[O:20])([CH3:17])([CH3:15])[CH3:16]. The yield is 0.190.